This data is from Forward reaction prediction with 1.9M reactions from USPTO patents (1976-2016). The task is: Predict the product of the given reaction. (1) Given the reactants [CH3:1][C:2]1([CH3:11])[C:6]2[CH:7]=[CH:8][CH:9]=[CH:10][C:5]=2[O:4][CH2:3]1.C[O:13]C1C2C(C)(C)COC=2C=CC=1.N1C=CC(=O)NC1=O.N1CCC(=O)NC1=O.O1C2C=CC=CC=2C=C1.BrC1C=CC=CC=1O.BrC1C(O)=CC=CC=1O.BrCC(C)=C.C([SnH](CCCC)CCCC)CCC, predict the reaction product. The product is: [OH:13][C:7]1[C:6]2[C:2]([CH3:11])([CH3:1])[CH2:3][O:4][C:5]=2[CH:10]=[CH:9][CH:8]=1. (2) Given the reactants Cl.[Cl:2][C:3]1[CH:4]=[C:5]([F:23])[C:6]([O:9][CH:10]2[CH2:15][CH2:14][N:13](C(OC(C)(C)C)=O)[CH2:12][CH2:11]2)=[N:7][CH:8]=1, predict the reaction product. The product is: [ClH:2].[Cl:2][C:3]1[CH:4]=[C:5]([F:23])[C:6]([O:9][CH:10]2[CH2:11][CH2:12][NH:13][CH2:14][CH2:15]2)=[N:7][CH:8]=1.